Dataset: Forward reaction prediction with 1.9M reactions from USPTO patents (1976-2016). Task: Predict the product of the given reaction. (1) Given the reactants C([O:4][C@@H:5]1[C@@H:10]([O:11]C(=O)C)[C@H:9]([O:15]C(=O)C)[C@@H:8]([CH2:19][O:20]C(=O)C)[O:7][C@H:6]1[O:24][C:25]1[C:29]([CH2:30][C:31]2[CH:36]=[CH:35][C:34]([O:37][CH2:38][CH2:39]O)=[CH:33][C:32]=2[CH3:41])=[C:28]([CH:42]([CH3:44])[CH3:43])[NH:27][N:26]=1)(=O)C.[NH2:45][CH2:46][CH2:47][OH:48].NC(C)(C)CO, predict the reaction product. The product is: [C@@H:6]1([O:24][C:25]2[C:29]([CH2:30][C:31]3[CH:36]=[CH:35][C:34]([O:37][CH2:38][CH2:39][NH:45][CH2:46][CH2:47][OH:48])=[CH:33][C:32]=3[CH3:41])=[C:28]([CH:42]([CH3:43])[CH3:44])[NH:27][N:26]=2)[O:7][C@H:8]([CH2:19][OH:20])[C@@H:9]([OH:15])[C@H:10]([OH:11])[C@H:5]1[OH:4]. (2) Given the reactants [F:1][C:2]([F:19])([F:18])[C:3]1[CH:8]=[CH:7][C:6]([C:9](=O)[CH2:10][C:11](=O)[C:12]([F:15])([F:14])[F:13])=[CH:5][CH:4]=1.[NH2:20][C:21]1[C:25]([C:26]2[CH:31]=[CH:30][CH:29]=[CH:28][N:27]=2)=[CH:24][NH:23][N:22]=1, predict the reaction product. The product is: [F:1][C:2]([F:19])([F:18])[C:3]1[CH:8]=[CH:7][C:6]([C:9]2[CH:10]=[C:11]([C:12]([F:15])([F:14])[F:13])[N:22]3[N:23]=[CH:24][C:25]([C:26]4[CH:31]=[CH:30][CH:29]=[CH:28][N:27]=4)=[C:21]3[N:20]=2)=[CH:5][CH:4]=1. (3) Given the reactants [CH2:1]([O:3][C:4]1[C:13]([N+:14]([O-])=O)=[CH:12][CH:11]=[C:10]([O:17][CH2:18][CH3:19])[C:5]=1[C:6]([O:8][CH3:9])=[O:7])[CH3:2], predict the reaction product. The product is: [NH2:14][C:13]1[C:4]([O:3][CH2:1][CH3:2])=[C:5]([C:10]([O:17][CH2:18][CH3:19])=[CH:11][CH:12]=1)[C:6]([O:8][CH3:9])=[O:7]. (4) Given the reactants [CH3:1][P:2](=[O:7])([O:5][CH3:6])[O:3][CH3:4].[P].[S].C1([OH:16])C=CC=CC=1.[OH2:17], predict the reaction product. The product is: [CH3:1][P:2](=[O:7])([O:5][CH3:6])[O:3][CH3:4].[O:17]=[O:16].